Task: Regression. Given a peptide amino acid sequence and an MHC pseudo amino acid sequence, predict their binding affinity value. This is MHC class I binding data.. Dataset: Peptide-MHC class I binding affinity with 185,985 pairs from IEDB/IMGT The peptide sequence is APGWLIWTY. The MHC is HLA-B44:03 with pseudo-sequence HLA-B44:03. The binding affinity (normalized) is 0.0952.